Dataset: Reaction yield outcomes from USPTO patents with 853,638 reactions. Task: Predict the reaction yield, written as a fraction of the theoretical maximum amount of product (1.0 means a 100% yield; for example, 0.34 means a 34% yield). (1) The reactants are C([O:8][N:9]1[C:15](=[O:16])[N:14]2[CH2:17][C@H:10]1[CH2:11][CH2:12][C@H:13]2[C:18]([NH:20][O:21][CH2:22][C:23]1[N:27]([CH3:28])[CH:26]=[N:25][CH:24]=1)=[O:19])C1C=CC=CC=1. The catalyst is CO.[Pd]. The product is [OH:8][N:9]1[C:15](=[O:16])[N:14]2[CH2:17][C@H:10]1[CH2:11][CH2:12][C@H:13]2[C:18]([NH:20][O:21][CH2:22][C:23]1[N:27]([CH3:28])[CH:26]=[N:25][CH:24]=1)=[O:19]. The yield is 0.750. (2) The reactants are [ClH:1].CCOCC.[CH2:7]([O:14][C:15]1[CH:20]=[CH:19][N:18]([C:21]2[CH:29]=[C:28]3[C:24]([C:25]4[CH2:34][CH2:33][NH:32][CH:31]([CH2:35][OH:36])[C:26]=4[N:27]3[CH3:30])=[CH:23][CH:22]=2)[C:17](=[O:37])[CH:16]=1)[C:8]1[CH:13]=[CH:12][CH:11]=[CH:10][CH:9]=1. The catalyst is C(Cl)Cl. The product is [ClH:1].[CH2:7]([O:14][C:15]1[CH:20]=[CH:19][N:18]([C:21]2[CH:29]=[C:28]3[C:24]([C:25]4[CH2:34][CH2:33][NH:32][CH:31]([CH2:35][OH:36])[C:26]=4[N:27]3[CH3:30])=[CH:23][CH:22]=2)[C:17](=[O:37])[CH:16]=1)[C:8]1[CH:9]=[CH:10][CH:11]=[CH:12][CH:13]=1. The yield is 0.540. (3) The reactants are [C:1]([O:5][K])([CH3:4])([CH3:3])C.N1C=CC=CC=1.I[C:14]1[CH:19]=[CH:18][CH:17]=[CH:16][C:15]=1O.[N+:21]([C:24]1C=C([N+]([O-])=O)C2OC3C=CC=CC=3[C:26]=2[CH:25]=1)([O-:23])=[O:22]. The catalyst is C(COC)OC.[Cu]I. The product is [N+:21]([C:24]1[C:4]2[C:15]3[CH:16]=[CH:17][CH:18]=[CH:19][C:14]=3[O:5][C:1]=2[CH:3]=[CH:26][CH:25]=1)([O-:23])=[O:22]. The yield is 0.640. (4) The reactants are [CH:1]12[CH2:10][CH:5]3[CH2:6][CH:7]([CH2:9][CH:3]([CH2:4]3)[CH:2]1[NH:11][C:12](=[O:21])[CH:13]([N:15]1[CH2:20][CH2:19][NH:18][CH2:17][CH2:16]1)[CH3:14])[CH2:8]2.C(=O)([O-])[O-].[Na+].[Na+].Cl[C:29]1[CH:34]=[CH:33][C:32]([Cl:35])=[CH:31][N:30]=1. The catalyst is CS(C)=O. The product is [CH:1]12[CH2:10][CH:5]3[CH2:6][CH:7]([CH2:9][CH:3]([CH2:4]3)[CH:2]1[NH:11][C:12](=[O:21])[CH:13]([N:15]1[CH2:20][CH2:19][N:18]([C:29]3[CH:34]=[CH:33][C:32]([Cl:35])=[CH:31][N:30]=3)[CH2:17][CH2:16]1)[CH3:14])[CH2:8]2. The yield is 0.500. (5) The reactants are [CH:1]([NH:4][C:5]1[N:10]=[C:9]([C:11](=O)[C:12]([C:14]2[CH:19]=[CH:18][C:17]([F:20])=[CH:16][CH:15]=2)=O)[CH:8]=[CH:7][N:6]=1)([CH3:3])[CH3:2].[CH2:22]1[N:27]2CN3CN(C2)C[N:23]1C3.[O-]S([O-])(=O)=O.[Na+].[Na+].[CH3:39]C(O)=O. No catalyst specified. The product is [C:1]([NH:4][C:5]1[N:10]=[C:9]([C:11]2[N:23]=[CH:22][NH:27][C:12]=2[C:14]2[CH:19]=[CH:18][C:17]([F:20])=[CH:16][CH:15]=2)[CH:8]=[CH:7][N:6]=1)([CH3:39])([CH3:3])[CH3:2]. The yield is 0.520.